Dataset: Full USPTO retrosynthesis dataset with 1.9M reactions from patents (1976-2016). Task: Predict the reactants needed to synthesize the given product. (1) Given the product [CH3:6][NH:8][C@H:9]([C:10]([NH:36][C@@H:33]1[C@@H:31]2[C@@H:30]([CH2:29][N:28]([C:25]3[CH:24]=[CH:23][C:22]([O:21][C:20]([F:19])([F:37])[F:38])=[CH:27][CH:26]=3)[CH2:32]2)[CH2:35][CH2:34]1)=[O:11])[CH2:13][CH2:14][CH3:15], predict the reactants needed to synthesize it. The reactants are: C(O[C:6]([N:8](C)[C@@H:9]([CH2:13][C:14](C)(C)[CH3:15])[C:10](O)=[O:11])=O)(C)(C)C.[F:19][C:20]([F:38])([F:37])[O:21][C:22]1[CH:27]=[CH:26][C:25]([N:28]2[CH2:32][C@@H:31]3[C@@H:33]([NH2:36])[CH2:34][CH2:35][C@@H:30]3[CH2:29]2)=[CH:24][CH:23]=1.FC(F)(F)C1N=C(N2C[C@@H]3[C@@H](N)CC[C@@H]3C2)C=CC=1. (2) The reactants are: [CH3:1][O:2][C:3]1[CH:10]=[CH:9][C:8](Br)=[CH:7][C:4]=1[CH:5]=[O:6].[F:12][C:13]([F:25])([F:24])[C:14]1[CH:19]=[CH:18][CH:17]=[CH:16][C:15]=1OB(O)O.C(=O)([O-])[O-].[Na+].[Na+].C(O)C. Given the product [CH3:1][O:2][C:3]1[CH:10]=[CH:9][C:8]([C:15]2[CH:16]=[CH:17][CH:18]=[CH:19][C:14]=2[C:13]([F:25])([F:24])[F:12])=[CH:7][C:4]=1[CH:5]=[O:6], predict the reactants needed to synthesize it. (3) Given the product [CH3:1][CH:2]([CH:8]=[CH:9][CH:10]=[C:11]([CH3:18])[CH2:12][CH2:13][CH:14]=[C:15]([CH3:17])[CH3:16])[CH:3]=[O:4], predict the reactants needed to synthesize it. The reactants are: [CH3:1][CH:2]([CH:8]=[CH:9][CH:10]=[C:11]([CH3:18])[CH2:12][CH2:13][CH:14]=[C:15]([CH3:17])[CH3:16])[CH:3](OC)[O:4]C.O1CCCC1.CC1C=CC(S(O)(=O)=O)=CC=1.C([O-])(O)=O.[Na+]. (4) Given the product [Br:1][C:2]1[C:3]([C:10]2[CH:15]=[CH:14][C:13]([C:16]([F:19])([F:18])[F:17])=[CH:12][CH:11]=2)=[N:4][O:5][C:6]=1[C:7]([NH:29][CH:28]1[CH2:25][CH2:33][CH2:31][CH2:32]1)=[O:9], predict the reactants needed to synthesize it. The reactants are: [Br:1][C:2]1[C:3]([C:10]2[CH:15]=[CH:14][C:13]([C:16]([F:19])([F:18])[F:17])=[CH:12][CH:11]=2)=[N:4][O:5][C:6]=1[C:7]([OH:9])=O.FC(F)(F)C1C=C[C:25]([C:28]2[CH:32]=[C:31]([C:33](O)=O)O[N:29]=2)=CC=1. (5) Given the product [C:15](=[O:16])([O:14][CH3:13])[O:4][CH2:3][C:2]([F:6])([F:5])[F:1], predict the reactants needed to synthesize it. The reactants are: [F:1][C:2]([F:6])([F:5])[CH2:3][OH:4].N1C=CC=CC=1.[CH3:13][O:14][C:15](Cl)=[O:16]. (6) Given the product [CH2:1]([C:3]1[CH:4]=[C:5]([C:11]2[O:15][N:14]=[C:13]([C:16]3[CH:21]=[C:20]([CH3:22])[C:19]([O:23][CH2:27][C@@H:28]([OH:31])[CH2:29][OH:30])=[C:18]([CH2:24][CH3:25])[CH:17]=3)[N:12]=2)[CH:6]=[N:7][C:8]=1[CH2:9][CH3:10])[CH3:2], predict the reactants needed to synthesize it. The reactants are: [CH2:1]([C:3]1[CH:4]=[C:5]([C:11]2[O:15][N:14]=[C:13]([C:16]3[CH:21]=[C:20]([CH3:22])[C:19]([OH:23])=[C:18]([CH2:24][CH3:25])[CH:17]=3)[N:12]=2)[CH:6]=[N:7][C:8]=1[CH2:9][CH3:10])[CH3:2].Cl[CH2:27][C@@H:28]([OH:31])[CH2:29][OH:30]. (7) Given the product [NH2:1][C:2]1[CH:3]=[CH:4][C:5]([S:8]([N:11]2[CH2:15][CH2:14][S:13][C@H:12]2[C:16]([O:18][C@H:19]([C:30]2[CH:35]=[CH:34][C:33]([O:36][CH:37]([F:38])[F:39])=[C:32]([O:40][CH2:41][CH:42]3[CH2:44][CH2:43]3)[CH:31]=2)[CH2:20][C:21]2[C:22]([Cl:29])=[CH:23][N+:24]([O-:28])=[CH:25][C:26]=2[Cl:27])=[O:17])(=[O:10])=[O:9])=[CH:6][CH:7]=1, predict the reactants needed to synthesize it. The reactants are: [NH2:1][C:2]1[CH:7]=[CH:6][C:5]([S:8]([N:11]2[CH2:15][CH2:14][S:13][CH:12]2[C:16]([O:18][C@H:19]([C:30]2[CH:35]=[CH:34][C:33]([O:36][CH:37]([F:39])[F:38])=[C:32]([O:40][CH2:41][CH:42]3[CH2:44][CH2:43]3)[CH:31]=2)[CH2:20][C:21]2[C:26]([Cl:27])=[CH:25][N+:24]([O-:28])=[CH:23][C:22]=2[Cl:29])=[O:17])(=[O:10])=[O:9])=[CH:4][CH:3]=1.CS(O)(=O)=O.